Dataset: Catalyst prediction with 721,799 reactions and 888 catalyst types from USPTO. Task: Predict which catalyst facilitates the given reaction. (1) Reactant: [Cl:1][C:2]1[CH:7]=[CH:6][CH:5]=[C:4]([F:8])[C:3]=1[C:9]1[NH:13][C:12](=[O:14])[N:11]([C:15]2[CH:23]=[CH:22][C:18]([C:19]([OH:21])=O)=[CH:17][CH:16]=2)[N:10]=1.C(N(C(C)C)CC)(C)C.CN(C(ON1N=NC2C=CC=CC1=2)=[N+](C)C)C.[B-](F)(F)(F)F.[F:55][C:56]([F:68])([F:67])[C:57]1[CH:62]=[CH:61][C:60]([C:63]2([NH2:66])[CH2:65][CH2:64]2)=[CH:59][CH:58]=1. Product: [Cl:1][C:2]1[CH:7]=[CH:6][CH:5]=[C:4]([F:8])[C:3]=1[C:9]1[NH:13][C:12](=[O:14])[N:11]([C:15]2[CH:16]=[CH:17][C:18]([C:19]([NH:66][C:63]3([C:60]4[CH:61]=[CH:62][C:57]([C:56]([F:55])([F:67])[F:68])=[CH:58][CH:59]=4)[CH2:65][CH2:64]3)=[O:21])=[CH:22][CH:23]=2)[N:10]=1. The catalyst class is: 1. (2) Reactant: [CH2:1]([NH:4][C:5](=[O:11])[O:6][C:7]([CH3:10])([CH3:9])[CH3:8])[CH:2]=[CH2:3].O1CCCC1.C([Li])CCC.Cl[CH2:23][C:24](=[O:45])[CH:25]=[P:26]([C:39]1[CH:44]=[CH:43][CH:42]=[CH:41][CH:40]=1)([C:33]1[CH:38]=[CH:37][CH:36]=[CH:35][CH:34]=1)[C:27]1[CH:32]=[CH:31][CH:30]=[CH:29][CH:28]=1. Product: [CH2:1]([N:4]([CH2:23][C:24](=[O:45])[CH:25]=[P:26]([C:33]1[CH:38]=[CH:37][CH:36]=[CH:35][CH:34]=1)([C:27]1[CH:28]=[CH:29][CH:30]=[CH:31][CH:32]=1)[C:39]1[CH:44]=[CH:43][CH:42]=[CH:41][CH:40]=1)[C:5](=[O:11])[O:6][C:7]([CH3:10])([CH3:9])[CH3:8])[CH:2]=[CH2:3]. The catalyst class is: 6.